Predict the reactants needed to synthesize the given product. From a dataset of Full USPTO retrosynthesis dataset with 1.9M reactions from patents (1976-2016). (1) Given the product [NH2:7][CH2:8][CH2:9][C:10]([NH:12][C@H:13]([C:18]([NH:20][C@H:21]([C:23]([NH:25][C@H:26]([C:31]([O:33][CH2:34][C:35]1[CH:36]=[CH:37][CH:38]=[CH:39][CH:40]=1)=[O:32])[CH2:27][CH:28]([CH3:29])[CH3:30])=[O:24])[CH3:22])=[O:19])[C@H:14]([CH2:16][CH3:17])[CH3:15])=[O:11], predict the reactants needed to synthesize it. The reactants are: N1CCCCC1.[NH:7](C(OCC1C2C(=CC=CC=2)C2C1=CC=CC=2)=O)[CH2:8][CH2:9][C:10]([NH:12][C@H:13]([C:18]([NH:20][C@H:21]([C:23]([NH:25][C@H:26]([C:31]([O:33][CH2:34][C:35]1[CH:40]=[CH:39][CH:38]=[CH:37][CH:36]=1)=[O:32])[CH2:27][CH:28]([CH3:30])[CH3:29])=[O:24])[CH3:22])=[O:19])[C@H:14]([CH2:16][CH3:17])[CH3:15])=[O:11]. (2) Given the product [Br:21][C:3]1[CH:4]=[C:5]([NH:12][S:13]([C:16]2[S:17][CH:18]=[CH:19][CH:20]=2)(=[O:15])=[O:14])[C:6]2[C:11]([C:2]=1[OH:1])=[CH:10][CH:9]=[CH:8][CH:7]=2, predict the reactants needed to synthesize it. The reactants are: [OH:1][C:2]1[C:11]2[C:6](=[CH:7][CH:8]=[CH:9][CH:10]=2)[C:5]([NH:12][S:13]([C:16]2[S:17][CH:18]=[CH:19][CH:20]=2)(=[O:15])=[O:14])=[CH:4][CH:3]=1.[Br:21]Br. (3) Given the product [OH:12][CH2:11][CH:10]1[NH:15][CH2:5][CH2:4][O:6]1.[CH2:20]([NH:21][C:22](=[O:23])[O:24][C:25]#[C:26][CH2:27][I:28])[CH2:19][CH2:18][CH3:17], predict the reactants needed to synthesize it. The reactants are: OCC[CH:4]([OH:6])[CH3:5].C=O.C(O)[C:10]([NH2:15])(CO)[CH2:11][OH:12].[CH3:17][CH2:18][CH2:19][CH2:20][NH:21][C:22]([O:24][CH2:25][C:26]#[C:27][I:28])=[O:23].